From a dataset of Peptide-MHC class I binding affinity with 185,985 pairs from IEDB/IMGT. Regression. Given a peptide amino acid sequence and an MHC pseudo amino acid sequence, predict their binding affinity value. This is MHC class I binding data. (1) The peptide sequence is VLIAGIILLI. The MHC is HLA-A02:03 with pseudo-sequence HLA-A02:03. The binding affinity (normalized) is 0.673. (2) The MHC is HLA-A02:03 with pseudo-sequence HLA-A02:03. The binding affinity (normalized) is 0.939. The peptide sequence is TMFGGVSWMI. (3) The peptide sequence is IADKYACL. The MHC is H-2-Kb with pseudo-sequence H-2-Kb. The binding affinity (normalized) is 0.664. (4) The peptide sequence is LQDSVDFSL. The MHC is HLA-A68:02 with pseudo-sequence HLA-A68:02. The binding affinity (normalized) is 0.402. (5) The peptide sequence is TSLIANIDW. The MHC is Mamu-A2201 with pseudo-sequence Mamu-A2201. The binding affinity (normalized) is 0.0294. (6) The peptide sequence is STDTRHIPQ. The MHC is HLA-A01:01 with pseudo-sequence HLA-A01:01. The binding affinity (normalized) is 0.224.